Dataset: Forward reaction prediction with 1.9M reactions from USPTO patents (1976-2016). Task: Predict the product of the given reaction. (1) Given the reactants Cl.C(OC(=O)[NH:8][C:9]1[C:10]([NH:20][C:21]2[CH:26]=[CH:25][C:24]([Br:27])=[CH:23][C:22]=2[F:28])=[C:11]([F:19])[C:12](=[O:18])[N:13]2[C:17]=1[CH2:16][CH2:15][CH2:14]2)(C)(C)C, predict the reaction product. The product is: [NH2:8][C:9]1[C:10]([NH:20][C:21]2[CH:26]=[CH:25][C:24]([Br:27])=[CH:23][C:22]=2[F:28])=[C:11]([F:19])[C:12](=[O:18])[N:13]2[C:17]=1[CH2:16][CH2:15][CH2:14]2. (2) Given the reactants [C:1]([O:5][C:6]([NH:8][CH2:9][C:10]1([C:15](OC)=[O:16])[CH2:14][CH2:13][CH2:12][CH2:11]1)=[O:7])([CH3:4])([CH3:3])[CH3:2].[H-].C([Al+]CC(C)C)C(C)C.CCOCC, predict the reaction product. The product is: [C:1]([O:5][C:6](=[O:7])[NH:8][CH2:9][C:10]1([CH2:15][OH:16])[CH2:14][CH2:13][CH2:12][CH2:11]1)([CH3:4])([CH3:2])[CH3:3]. (3) Given the reactants [C:1]([NH:4][C:5]1[CH:10]=[C:9]([C:11]2[S:15][C:14]([C:16]([O:18][CH2:19][CH3:20])=[O:17])=[C:13](I)[C:12]=2[C:22]#[N:23])[CH:8]=[CH:7][N:6]=1)(=[O:3])[CH3:2].[Cl-].[Cl:25][C:26]1[CH:33]=[CH:32][C:29]([CH2:30][Zn+])=[CH:28][CH:27]=1, predict the reaction product. The product is: [C:1]([NH:4][C:5]1[CH:10]=[C:9]([C:11]2[S:15][C:14]([C:16]([O:18][CH2:19][CH3:20])=[O:17])=[C:13]([CH2:30][C:29]3[CH:32]=[CH:33][C:26]([Cl:25])=[CH:27][CH:28]=3)[C:12]=2[C:22]#[N:23])[CH:8]=[CH:7][N:6]=1)(=[O:3])[CH3:2]. (4) Given the reactants [CH2:1]([O:3][C:4]1[C:13]([O:14][CH3:15])=[CH:12][C:11]2[C:10]([C:16]3[CH:25]=[CH:24][C:19]([C:20]([O:22]C)=[O:21])=[CH:18][CH:17]=3)=[N:9][C@@H:8]3[CH2:26][CH2:27][S:28][CH2:29][C@@H:7]3[C:6]=2[CH:5]=1)[CH3:2].[OH-].[Na+:31].[ClH:32], predict the reaction product. The product is: [CH2:1]([O:3][C:4]1[C:13]([O:14][CH3:15])=[CH:12][C:11]2[C:10]([C:16]3[CH:17]=[CH:18][C:19]([C:20]([OH:22])=[O:21])=[CH:24][CH:25]=3)=[N:9][C@@H:8]3[CH2:26][CH2:27][S:28][CH2:29][C@@H:7]3[C:6]=2[CH:5]=1)[CH3:2].[Cl-:32].[Na+:31]. (5) The product is: [CH3:4][CH:3]([CH3:5])[CH2:2][C:1]([NH:8][C:9]1[C:17]2[C:12](=[N:13][CH:14]=[CH:15][CH:16]=2)[S:11][C:10]=1[C:18]([O:20][CH2:21][CH3:22])=[O:19])=[O:6]. Given the reactants [C:1](Cl)(=[O:6])[CH2:2][CH:3]([CH3:5])[CH3:4].[NH2:8][C:9]1[C:17]2[C:12](=[N:13][CH:14]=[CH:15][CH:16]=2)[S:11][C:10]=1[C:18]([O:20][CH2:21][CH3:22])=[O:19].O, predict the reaction product. (6) Given the reactants Cl.[CH:2]1[C:10]2[C:9]3[CH:11]=[CH:12][CH:13]=[CH:14][C:8]=3[O:7][C:6]=2[CH:5]=[CH:4][C:3]=1[CH2:15][C:16]1[C:25]2[C:20](=[CH:21][C:22]([O:28][CH3:29])=[C:23]([O:26][CH3:27])[CH:24]=2)[C:19]([CH2:30][CH2:31][CH3:32])=[N:18][C:17]=1[OH:33].C(N(CC)CC)C.C1C=CC(N([S:48]([C:51]([F:54])([F:53])[F:52])(=[O:50])=[O:49])[S:48]([C:51]([F:54])([F:53])[F:52])(=[O:50])=[O:49])=CC=1, predict the reaction product. The product is: [F:52][C:51]([F:54])([F:53])[S:48]([O:33][C:17]1[N:18]=[C:19]([CH2:30][CH2:31][CH3:32])[C:20]2[C:25]([C:16]=1[CH2:15][C:3]1[CH:4]=[CH:5][C:6]3[O:7][C:8]4[CH:14]=[CH:13][CH:12]=[CH:11][C:9]=4[C:10]=3[CH:2]=1)=[CH:24][C:23]([O:26][CH3:27])=[C:22]([O:28][CH3:29])[CH:21]=2)(=[O:50])=[O:49]. (7) Given the reactants [C:1]([NH:4][C:5]1[CH:21]=[CH:20][C:8]([O:9][CH2:10][CH2:11][C:12]([CH3:19])([CH3:18])[C:13]([O:15][CH2:16][CH3:17])=[O:14])=[CH:7][C:6]=1[NH:22][CH2:23][C:24]1[C:29]([Cl:30])=[CH:28][C:27]([C:31]([F:34])([F:33])[F:32])=[CH:26][N:25]=1)(=O)[CH3:2].OS(O)(=O)=O.[OH-].[Na+], predict the reaction product. The product is: [Cl:30][C:29]1[C:24]([CH2:23][N:22]2[C:6]3[CH:7]=[C:8]([O:9][CH2:10][CH2:11][C:12]([CH3:18])([CH3:19])[C:13]([O:15][CH2:16][CH3:17])=[O:14])[CH:20]=[CH:21][C:5]=3[N:4]=[C:1]2[CH3:2])=[N:25][CH:26]=[C:27]([C:31]([F:33])([F:32])[F:34])[CH:28]=1.